From a dataset of Experimentally validated miRNA-target interactions with 360,000+ pairs, plus equal number of negative samples. Binary Classification. Given a miRNA mature sequence and a target amino acid sequence, predict their likelihood of interaction. (1) The miRNA is cel-miR-50-5p with sequence UGAUAUGUCUGGUAUUCUUGGGUU. The protein sequence of the target gene is MLYLIGLGLGDAKDITVKGLEVVRRCSRVYLEAYTSVLTVGKEALEEFYGRKLILADREEVEQEADNIFKDADVSDVAFLVVGDPFGATTHSDLILRATKLGIPYQVIHNASIMNAVGCCGLQLYRFGETVSIVFWTDTWRPESFFDKVKRNRANGMHTLCLLDIKVKEQSLENLIRGRKIYEPPRYMSVNQAAQQLLEIVQNHRARGEEPAITEETLCVGLARVGAEDQKIAAGTLQQMCTVSLGEPLHSLVITGGNLHPLEMEMLSLFSIPESQSTDGL. Result: 0 (no interaction). (2) The miRNA is mmu-miR-700-3p with sequence CACGCGGGAACCGAGUCCACC. The protein sequence of the target gene is MKRKERIARRLEGIENDSQPILLQSCTGLVTHRLLEEDTPRYMRATDPASPHIGRSKEEEDTPGSSLEKQTPSKYCIETSGIHSSGSMDTHSLESKAERIARYKAERRRQLAEKYGLTLDPEADSEYLSRYAKSRKDPDVTERRGKSDKQEEQSKDANSRHSRTESGPRTSLVASQDCTPLGSNMSDQEQLLNVENQRRVQDPPLGEDGSSAFFSERSISFPEVPRSPKQIPSSPLQQPASPNHPGDSPLPTEARASTGKPTHEWFLQRDSEGDTPSLINWPSRVKVREKLVKEESARSS.... Result: 0 (no interaction). (3) The miRNA is mmu-miR-653-5p with sequence GUGUUGAAACAAUCUCUACUG. The protein sequence of the target gene is MKTEAQPSTSLLANTSWTGTVISDSVPGSQTWEDKGSLTRSATSWTSEAQVSAARVAEAQARTSQPKQISVLEALTASALNQKPTHEKVQMTEKKESEVLLARPFWSSKTEYILAQVGFSMKPSCLWRFAYLWLNSGGCSFAAIYIFMLFLVGVPLLFLEMAAGQSMRQGGMGVWKIIAPWIGGVGYSSFMVCFILGLYFNVVNSWIIFYMSQSFQFPVPWEKCPLTMNSSGFDPECERTTPSIYFWYQQALKASDRIEDGGSPVYSLVLPFFLCWCLVGAFMINGLKSTGKVIYVLVLL.... Result: 0 (no interaction).